Dataset: Reaction yield outcomes from USPTO patents with 853,638 reactions. Task: Predict the reaction yield, written as a fraction of the theoretical maximum amount of product (1.0 means a 100% yield; for example, 0.34 means a 34% yield). The reactants are [C:1]([C:5]1[N:14]([CH2:15][CH2:16][OH:17])[C:8]2=[CH:9][N:10]=[C:11](Cl)[CH:12]=[C:7]2[CH:6]=1)([CH3:4])([CH3:3])[CH3:2].[NH3:18]. The catalyst is CO. The product is [NH2:18][C:11]1[CH:12]=[C:7]2[CH:6]=[C:5]([C:1]([CH3:4])([CH3:3])[CH3:2])[N:14]([CH2:15][CH2:16][OH:17])[C:8]2=[CH:9][N:10]=1. The yield is 0.160.